From a dataset of Full USPTO retrosynthesis dataset with 1.9M reactions from patents (1976-2016). Predict the reactants needed to synthesize the given product. (1) The reactants are: [NH2:1][C:2]1[C:3]([C:16]([NH:18][CH3:19])=[O:17])=[N:4][C:5]([C:8]2[CH:13]=[CH:12][CH:11]=[C:10]([CH:14]=O)[CH:9]=2)=[CH:6][N:7]=1.[NH2:20][CH:21]1[C:29]2[C:24](=[C:25]([F:31])[CH:26]=[CH:27][C:28]=2[F:30])[CH2:23][CH2:22]1.[C:32]([BH3-])#N.[Na+]. Given the product [NH2:1][C:2]1[C:3]([C:16]([NH:18][CH3:19])=[O:17])=[N:4][C:5]([C:8]2[CH:13]=[CH:12][CH:11]=[C:10]([CH2:14][NH:20][CH:21]3[C:29]4[C:24](=[C:25]([F:31])[CH:26]=[CH:27][C:28]=4[F:30])[CH:23]([CH3:32])[CH2:22]3)[CH:9]=2)=[CH:6][N:7]=1, predict the reactants needed to synthesize it. (2) The reactants are: [CH3:1][Si:2]([CH3:17])([CH3:16])[CH2:3][CH2:4][O:5][CH2:6][N:7]1[CH:11]=[C:10]([C:12]([O:14][CH3:15])=[O:13])[N:9]=[CH:8]1.[Br:18]N1C(=O)CCC1=O.CC(N=NC(C#N)(C)C)(C#N)C. Given the product [Br:18][C:8]1[N:7]([CH2:6][O:5][CH2:4][CH2:3][Si:2]([CH3:16])([CH3:17])[CH3:1])[CH:11]=[C:10]([C:12]([O:14][CH3:15])=[O:13])[N:9]=1, predict the reactants needed to synthesize it. (3) Given the product [CH2:1]([O:8][CH2:9][C:10]1[CH:11]=[C:12]([NH2:13])[NH:16][N:17]=1)[C:2]1[CH:7]=[CH:6][CH:5]=[CH:4][CH:3]=1, predict the reactants needed to synthesize it. The reactants are: [CH2:1]([O:8][CH2:9][C:10](=O)[CH2:11][C:12]#[N:13])[C:2]1[CH:7]=[CH:6][CH:5]=[CH:4][CH:3]=1.O.[NH2:16][NH2:17].